From a dataset of Full USPTO retrosynthesis dataset with 1.9M reactions from patents (1976-2016). Predict the reactants needed to synthesize the given product. (1) Given the product [Cl:42][C:43]1[C:44]([N:52]([CH2:56][CH2:57][CH3:58])[CH2:53][CH2:54][CH3:55])=[N:45][N:46]([C:60]2[CH:75]=[CH:74][C:63]([C:64]([O:66][CH2:67][C:68]3[CH:73]=[CH:72][CH:71]=[CH:70][CH:69]=3)=[O:65])=[CH:62][C:61]=2[C:76]([O:78][CH2:79][CH3:80])=[O:77])[C:47]=1[C:48]([F:50])([F:49])[F:51], predict the reactants needed to synthesize it. The reactants are: ClC1C(C(=O)N(CCCC)CCCC)=NN(C2C=CC(C(OCC)=O)=CC=2C(N2CCC3C(=CC=CC=3)C2)=O)C=1C.[Cl:42][C:43]1[C:44]([N:52]([CH2:56][CH2:57][CH3:58])[CH2:53][CH2:54][CH3:55])=[N:45][NH:46][C:47]=1[C:48]([F:51])([F:50])[F:49].F[C:60]1[CH:75]=[CH:74][C:63]([C:64]([O:66][CH2:67][C:68]2[CH:73]=[CH:72][CH:71]=[CH:70][CH:69]=2)=[O:65])=[CH:62][C:61]=1[C:76]([O:78][CH2:79][CH3:80])=[O:77]. (2) Given the product [Br:1][C:2]1[CH:3]=[N:4][CH:5]=[C:6]([CH:11]=1)[C:7]([OH:9])=[O:8], predict the reactants needed to synthesize it. The reactants are: [Br:1][C:2]1[CH:3]=[N:4][CH:5]=[C:6]([CH:11]=1)[C:7]([O:9]C)=[O:8].[OH-].[Na+].C(O)(=O)C. (3) Given the product [CH:1]1([N:5]2[CH2:10][CH2:9][N:8]([C:11](=[O:29])[CH2:12][N:13]3[CH2:18][CH2:17][C:16]4=[N:19][N:20]([CH:22]5[CH2:27][CH2:26][CH2:25][CH2:28]5)[CH:21]=[C:15]4[CH2:14]3)[CH2:7][CH2:6]2)[CH2:4][CH2:3][CH2:2]1, predict the reactants needed to synthesize it. The reactants are: [CH:1]1([N:5]2[CH2:10][CH2:9][N:8]([C:11](=[O:29])[CH2:12][N:13]3[CH2:18][CH2:17][C:16]4=[N:19][N:20]([C:22]5N=N[C:25]([CH3:28])=[CH:26][CH:27]=5)[CH:21]=[C:15]4[CH2:14]3)[CH2:7][CH2:6]2)[CH2:4][CH2:3][CH2:2]1. (4) Given the product [CH2:33]([O:32][CH2:31][C@H:13]([NH:12][C:9](=[O:11])[CH2:8][C:3]1[CH:4]=[CH:5][CH:6]=[CH:7][N:2]=1)[C:14]([NH:16][C:17]1[CH:22]=[CH:21][C:20]([O:23][C:24]2[CH:29]=[CH:28][C:27]([F:30])=[CH:26][CH:25]=2)=[CH:19][CH:18]=1)=[O:15])[C:34]1[CH:39]=[CH:38][CH:37]=[CH:36][CH:35]=1, predict the reactants needed to synthesize it. The reactants are: Cl.[N:2]1[CH:7]=[CH:6][CH:5]=[CH:4][C:3]=1[CH2:8][C:9]([OH:11])=O.[NH2:12][C@@H:13]([CH2:31][O:32][CH2:33][C:34]1[CH:39]=[CH:38][CH:37]=[CH:36][CH:35]=1)[C:14]([NH:16][C:17]1[CH:22]=[CH:21][C:20]([O:23][C:24]2[CH:29]=[CH:28][C:27]([F:30])=[CH:26][CH:25]=2)=[CH:19][CH:18]=1)=[O:15]. (5) Given the product [CH3:1][O:2][C:3]1[CH:8]=[C:7]([O:9][CH3:10])[CH:6]=[CH:5][C:4]=1[NH:11][CH2:12][C@@H:13]([NH:16][C:17](=[O:43])[C@@H:18]([NH:23][C@@H:24]([C:29]1[CH:34]=[CH:33][C:32]([O:35][Si:36]([CH3:42])([CH3:41])[C:37]([CH3:40])([CH3:39])[CH3:38])=[CH:31][CH:30]=1)[C:25]([F:26])([F:27])[F:28])[CH2:19][CH:20]([CH3:21])[CH3:22])[CH2:14][CH3:15].[CH3:1][O:2][C:3]1[CH:8]=[C:7]([O:9][CH3:10])[CH:6]=[CH:5][C:4]=1[NH:11][CH2:12][C@@H:13]([NH:16][C:17](=[O:43])[C@@H:18]([NH:23][C@@H:24]([C:29]1[CH:34]=[CH:33][C:32]([OH:35])=[CH:31][CH:30]=1)[C:25]([F:26])([F:28])[F:27])[CH2:19][CH:20]([CH3:21])[CH3:22])[CH2:14][CH3:15], predict the reactants needed to synthesize it. The reactants are: [CH3:1][O:2][C:3]1[CH:8]=[C:7]([O:9][CH3:10])[CH:6]=[CH:5][C:4]=1[NH:11][CH2:12][C@@H:13]([NH:16][C:17](=[O:43])[C@@H:18]([NH:23][C@@H:24]([C:29]1[CH:34]=[CH:33][C:32]([O:35][Si:36]([CH3:42])([CH3:41])[C:37]([CH3:40])([CH3:39])[CH3:38])=[CH:31][CH:30]=1)[C:25]([F:28])([F:27])[F:26])[CH2:19][CH:20]([CH3:22])[CH3:21])[CH2:14][CH3:15].[F-].C([N+](CCCC)(CCCC)CCCC)CCC.